Task: Predict the reactants needed to synthesize the given product.. Dataset: Full USPTO retrosynthesis dataset with 1.9M reactions from patents (1976-2016) (1) Given the product [C:36]([NH:35][C:31]1[CH:30]=[C:29]([CH:26]2[CH2:27][CH2:28][N:23]([CH2:22][CH2:21][CH2:20][NH:19][C:9](=[O:11])[CH:8]([C:5]3[CH:4]=[CH:3][C:2]([Cl:1])=[CH:7][CH:6]=3)[C:12]3[CH:17]=[CH:16][C:15]([Cl:18])=[CH:14][CH:13]=3)[CH2:24][CH2:25]2)[CH:34]=[CH:33][CH:32]=1)(=[O:38])[CH3:37], predict the reactants needed to synthesize it. The reactants are: [Cl:1][C:2]1[CH:7]=[CH:6][C:5]([CH:8]([C:12]2[CH:17]=[CH:16][C:15]([Cl:18])=[CH:14][CH:13]=2)[C:9]([OH:11])=O)=[CH:4][CH:3]=1.[NH2:19][CH2:20][CH2:21][CH2:22][N:23]1[CH2:28][CH2:27][CH:26]([C:29]2[CH:30]=[C:31]([NH:35][C:36](=[O:38])[CH3:37])[CH:32]=[CH:33][CH:34]=2)[CH2:25][CH2:24]1. (2) Given the product [CH2:1]([O:8][C:9]1[CH:10]=[C:11]([CH2:12][OH:13])[CH:14]=[CH:15][C:16]=1[N:17]1[S:18](=[O:30])(=[O:29])[N:19]([CH2:23][CH2:24][Si:25]([CH3:27])([CH3:26])[CH3:28])[C:20](=[O:22])[CH2:21]1)[C:2]1[CH:3]=[CH:4][CH:5]=[CH:6][CH:7]=1, predict the reactants needed to synthesize it. The reactants are: [CH2:1]([O:8][C:9]1[CH:10]=[C:11]([CH:14]=[CH:15][C:16]=1[N:17]1[CH2:21][C:20](=[O:22])[N:19]([CH2:23][CH2:24][Si:25]([CH3:28])([CH3:27])[CH3:26])[S:18]1(=[O:30])=[O:29])[CH:12]=[O:13])[C:2]1[CH:7]=[CH:6][CH:5]=[CH:4][CH:3]=1.C([SiH](CC)CC)C. (3) Given the product [NH2:1][C:2]1[N:7]=[C:6]([C:8]2[O:9][CH:10]=[CH:11][CH:12]=2)[C:5]([C:13]#[N:14])=[C:4]([NH:24][CH2:23][C:22]2[CH:25]=[CH:26][CH:27]=[C:20]([C:19]([F:18])([F:28])[F:29])[CH:21]=2)[N:3]=1, predict the reactants needed to synthesize it. The reactants are: [NH2:1][C:2]1[N:7]=[C:6]([C:8]2[O:9][CH:10]=[CH:11][CH:12]=2)[C:5]([C:13]#[N:14])=[C:4](S(C)=O)[N:3]=1.[F:18][C:19]([F:29])([F:28])[C:20]1[CH:21]=[C:22]([CH:25]=[CH:26][CH:27]=1)[CH2:23][NH2:24]. (4) Given the product [Cl:21][C:4]1[CH:5]=[C:6]2[C:10](=[C:2]([CH:22]=[CH2:23])[CH:3]=1)[N:9]([CH2:11][O:12][CH2:13][CH2:14][Si:15]([CH3:18])([CH3:17])[CH3:16])[CH:8]=[C:7]2[C:19]#[N:20], predict the reactants needed to synthesize it. The reactants are: Br[C:2]1[CH:3]=[C:4]([Cl:21])[CH:5]=[C:6]2[C:10]=1[N:9]([CH2:11][O:12][CH2:13][CH2:14][Si:15]([CH3:18])([CH3:17])[CH3:16])[CH:8]=[C:7]2[C:19]#[N:20].[CH:22]([B-](F)(F)F)=[CH2:23].[K+].C(N(CC)CC)C. (5) Given the product [OH:38][C:34]1[CH:33]=[C:32]([NH:31][CH:2]=[C:3]2[C:11]3[C:6](=[CH:7][C:8]([C:12]([C:14]4[CH:19]=[CH:18][C:17]([NH:20][C:21]([C:23]5[N:24]([CH3:29])[N:25]=[C:26]([CH3:28])[CH:27]=5)=[O:22])=[CH:16][CH:15]=4)=[O:13])=[CH:9][CH:10]=3)[NH:5][C:4]2=[O:30])[CH:37]=[CH:36][CH:35]=1, predict the reactants needed to synthesize it. The reactants are: O[CH:2]=[C:3]1[C:11]2[C:6](=[CH:7][C:8]([C:12]([C:14]3[CH:19]=[CH:18][C:17]([NH:20][C:21]([C:23]4[N:24]([CH3:29])[N:25]=[C:26]([CH3:28])[CH:27]=4)=[O:22])=[CH:16][CH:15]=3)=[O:13])=[CH:9][CH:10]=2)[NH:5][C:4]1=[O:30].[NH2:31][C:32]1[CH:33]=[C:34]([OH:38])[CH:35]=[CH:36][CH:37]=1. (6) Given the product [OH:17][C:19]1([CH2:18][N:2]([CH2:3][CH2:4][O:5][C:6]2[CH:11]=[CH:10][CH:9]=[C:8]([CH2:12][C:13]([O:15][CH3:16])=[O:14])[CH:7]=2)[CH3:1])[CH2:24][CH2:23][N:22]([C:25]([O:27][C:28]([CH3:31])([CH3:30])[CH3:29])=[O:26])[CH2:21][CH2:20]1, predict the reactants needed to synthesize it. The reactants are: [CH3:1][NH:2][CH2:3][CH2:4][O:5][C:6]1[CH:7]=[C:8]([CH2:12][C:13]([O:15][CH3:16])=[O:14])[CH:9]=[CH:10][CH:11]=1.[O:17]1[C:19]2([CH2:24][CH2:23][N:22]([C:25]([O:27][C:28]([CH3:31])([CH3:30])[CH3:29])=[O:26])[CH2:21][CH2:20]2)[CH2:18]1. (7) Given the product [O:27]1[C:19]2[CH:18]=[CH:17][C:22](/[CH:23]=[C:10]3/[C:11](=[O:12])[N:7]([C:1]4[CH:2]=[CH:3][CH:4]=[CH:5][CH:6]=4)/[C:8](=[N:13]/[CH:14]([CH3:16])[CH3:15])/[S:9]/3)=[CH:21][C:20]=2[O:25][CH2:26]1, predict the reactants needed to synthesize it. The reactants are: [C:1]1([N:7]2[C:11](=[O:12])[CH2:10][S:9]/[C:8]/2=[N:13]\[CH:14]([CH3:16])[CH3:15])[CH:6]=[CH:5][CH:4]=[CH:3][CH:2]=1.[CH:17]1[C:22]([CH:23]=O)=[CH:21][C:20]2[O:25][CH2:26][O:27][C:19]=2[CH:18]=1.C([O-])(=O)C.[Na+].